From a dataset of Full USPTO retrosynthesis dataset with 1.9M reactions from patents (1976-2016). Predict the reactants needed to synthesize the given product. Given the product [CH2:1]([O:3][C:4]([C:6]1[N:7]([NH2:40])[C:8]2[C:13]([C:14]=1[CH2:15][CH2:16][CH2:17][NH:18][C:19]([O:21][C:22]([CH3:25])([CH3:24])[CH3:23])=[O:20])=[CH:12][C:11]([C:35]([O:34][CH2:27][C:28]1[CH:33]=[CH:32][CH:31]=[CH:30][CH:29]=1)=[O:36])=[CH:10][CH:9]=2)=[O:5])[CH3:2], predict the reactants needed to synthesize it. The reactants are: [CH2:1]([O:3][C:4]([C:6]1[NH:7][C:8]2[C:13]([C:14]=1[CH2:15][CH2:16][CH2:17][NH:18][C:19]([O:21][C:22]([CH3:25])([CH3:24])[CH3:23])=[O:20])=[CH:12][C:11](N)=[CH:10][CH:9]=2)=[O:5])[CH3:2].[CH2:27]([O:34][C:35](Cl)=[O:36])[C:28]1[CH:33]=[CH:32][CH:31]=[CH:30][CH:29]=1.C([N:40](CC)CC)C.